From a dataset of Full USPTO retrosynthesis dataset with 1.9M reactions from patents (1976-2016). Predict the reactants needed to synthesize the given product. (1) Given the product [CH2:1]([O:8][C:9](=[O:10])[N:11]([C@@H:12]([C:27]1[CH:37]=[CH:36][CH:35]=[C:29]([C:30]([NH:39][NH2:40])=[O:31])[CH:28]=1)[CH2:13][N:14]1[CH2:18][CH2:17][C@H:16]([O:19][Si:20]([C:23]([CH3:25])([CH3:24])[CH3:26])([CH3:21])[CH3:22])[CH2:15]1)[CH3:38])[C:2]1[CH:3]=[CH:4][CH:5]=[CH:6][CH:7]=1, predict the reactants needed to synthesize it. The reactants are: [CH2:1]([O:8][C:9]([N:11]([CH3:38])[C@@H:12]([C:27]1[CH:28]=[C:29]([CH:35]=[CH:36][CH:37]=1)[C:30](OCC)=[O:31])[CH2:13][N:14]1[CH2:18][CH2:17][C@H:16]([O:19][Si:20]([C:23]([CH3:26])([CH3:25])[CH3:24])([CH3:22])[CH3:21])[CH2:15]1)=[O:10])[C:2]1[CH:7]=[CH:6][CH:5]=[CH:4][CH:3]=1.[NH2:39][NH2:40]. (2) Given the product [CH:16]1([CH:22]([O:24][C:2]2[N:7]=[CH:6][C:5]([CH2:8][N:9]3[CH2:13][C@@H:12]([CH3:14])[O:11][C:10]3=[O:15])=[CH:4][CH:3]=2)[CH3:23])[CH2:21][CH2:20][CH2:19][CH2:18][CH2:17]1, predict the reactants needed to synthesize it. The reactants are: Cl[C:2]1[N:7]=[CH:6][C:5]([CH2:8][N:9]2[CH2:13][C@@H:12]([CH3:14])[O:11][C:10]2=[O:15])=[CH:4][CH:3]=1.[CH:16]1([CH:22]([OH:24])[CH3:23])[CH2:21][CH2:20][CH2:19][CH2:18][CH2:17]1.CC(C)([O-])C. (3) Given the product [CH3:19][NH:20][C:3]([C:5]1[NH:6][C:7]2[CH:8]=[CH:9][CH:10]=[C:11]3[C:17](=[O:18])[NH:16][CH2:15][CH2:14][C:13]=1[C:12]=23)=[O:4], predict the reactants needed to synthesize it. The reactants are: CO[C:3]([C:5]1[NH:6][C:7]2[CH:8]=[CH:9][CH:10]=[C:11]3[C:17](=[O:18])[NH:16][CH2:15][CH2:14][C:13]=1[C:12]=23)=[O:4].[CH3:19][NH2:20]. (4) The reactants are: Br[C:2]1[CH:11]=[CH:10][C:9]2[N:8]=[CH:7][C:6]3[N:12]([CH3:23])[C:13](=[O:22])[N:14]([C:15]4[C:16]([CH3:21])=[N:17][N:18]([CH3:20])[CH:19]=4)[C:5]=3[C:4]=2[CH:3]=1.[O:24]1[CH2:29][CH2:28][CH:27]([NH:30][C:31]2[CH:36]=[CH:35][C:34](B3OC(C)(C)C(C)(C)O3)=[CH:33][N:32]=2)[CH2:26][CH2:25]1. Given the product [CH3:20][N:18]1[CH:19]=[C:15]([N:14]2[C:5]3[C:4]4[CH:3]=[C:2]([C:34]5[CH:33]=[N:32][C:31]([NH:30][CH:27]6[CH2:28][CH2:29][O:24][CH2:25][CH2:26]6)=[CH:36][CH:35]=5)[CH:11]=[CH:10][C:9]=4[N:8]=[CH:7][C:6]=3[N:12]([CH3:23])[C:13]2=[O:22])[C:16]([CH3:21])=[N:17]1, predict the reactants needed to synthesize it.